Dataset: Experimentally validated miRNA-target interactions with 360,000+ pairs, plus equal number of negative samples. Task: Binary Classification. Given a miRNA mature sequence and a target amino acid sequence, predict their likelihood of interaction. The miRNA is mmu-miR-3082-5p with sequence GACAGAGUGUGUGUGUCUGUGU. The protein sequence of the target gene is MWSEGRYDYDRLPRERVPPRSHPSDGYHRVVNVVPKRPPLLDKRPPLLDKRPPLLARPDEGGYSRYYSHVDCRVCDEGRSFSHDRRSGPSHSGDESGYRWLRDDHSTSRQPDYRDMRDGFRRKSFYSSHYSRDRSPHKRDAPFFRESPVGRKDSPHSRSGSSVSSRSYSPERSRTHSFHQSQHRKSSRVGASYKRQNEAIRGRGKERSIQSVKTSRDASPSSSSAVASSKALDKPSRLTEKELAEAESKWANETLEKSDESNLAEMNEFEAGSTAPLFIDQTEEPESNTVDGTELYEDSQ.... Result: 1 (interaction).